This data is from Forward reaction prediction with 1.9M reactions from USPTO patents (1976-2016). The task is: Predict the product of the given reaction. (1) Given the reactants [NH2:1][C:2]1[CH:7]=[CH:6][C:5]([O:8][C:9](=[O:22])[CH2:10][CH2:11][C:12]([O:14][C:15]2[CH:20]=[CH:19][C:18]([NH2:21])=[CH:17][CH:16]=2)=[O:13])=[CH:4][CH:3]=1.Cl[C:24](Cl)([O:26]C(=O)OC(Cl)(Cl)Cl)Cl.[O:35]1CCOC[CH2:36]1, predict the reaction product. The product is: [N:21]([C:18]1[CH:17]=[CH:16][C:15]([O:14][C:12](=[O:13])[CH2:11][CH2:10][C:9]([O:8][C:5]2[CH:6]=[CH:7][C:2]([N:1]=[C:36]=[O:35])=[CH:3][CH:4]=2)=[O:22])=[CH:20][CH:19]=1)=[C:24]=[O:26]. (2) Given the reactants [F:1][C:2]1[CH:7]=[CH:6][C:5]([C:8]2[C:17]3[C:12](=[CH:13][C:14]([C:19]([O:21]C)=[O:20])=[C:15]([CH3:18])[CH:16]=3)[O:11][C:10](=[O:23])[CH:9]=2)=[CH:4][CH:3]=1.[Li+].[OH-].Cl, predict the reaction product. The product is: [F:1][C:2]1[CH:3]=[CH:4][C:5]([C:8]2[C:17]3[C:12](=[CH:13][C:14]([C:19]([OH:21])=[O:20])=[C:15]([CH3:18])[CH:16]=3)[O:11][C:10](=[O:23])[CH:9]=2)=[CH:6][CH:7]=1. (3) Given the reactants C(OC([N:8]1[CH2:13][CH2:12][N:11]([C:14]2[C:15]3[C:29]([CH:30]4[CH2:32][CH2:31]4)=[CH:28][N:27]=[CH:26][C:16]=3[N:17]=[C:18]([C:20]3[CH:25]=[CH:24][N:23]=[CH:22][CH:21]=3)[N:19]=2)[CH2:10][CH2:9]1)=O)(C)(C)C, predict the reaction product. The product is: [CH:30]1([C:29]2[C:15]3[C:14]([N:11]4[CH2:12][CH2:13][NH:8][CH2:9][CH2:10]4)=[N:19][C:18]([C:20]4[CH:25]=[CH:24][N:23]=[CH:22][CH:21]=4)=[N:17][C:16]=3[CH:26]=[N:27][CH:28]=2)[CH2:32][CH2:31]1. (4) Given the reactants [CH3:1][O:2][C:3]1[CH:8]=[CH:7][C:6]([C:9]2[S:13][C:12]3[CH:14]=[C:15]([OH:18])[CH:16]=[CH:17][C:11]=3[CH:10]=2)=[CH:5][CH:4]=1.C(N(CC)CC)C.[CH2:26]([N:28]([CH2:32][CH3:33])[C:29](Cl)=[O:30])[CH3:27], predict the reaction product. The product is: [CH3:1][O:2][C:3]1[CH:8]=[CH:7][C:6]([C:9]2[S:13][C:12]3[CH:14]=[C:15]([O:18][C:29](=[O:30])[N:28]([CH2:32][CH3:33])[CH2:26][CH3:27])[CH:16]=[CH:17][C:11]=3[CH:10]=2)=[CH:5][CH:4]=1. (5) Given the reactants [Cl:1][C:2]1[C:10]2[C:5](=[C:6]([C@H:12]([O:14][CH2:15][C:16]3([C:29]4[CH:34]=[CH:33][C:32]([F:35])=[CH:31][CH:30]=4)[CH2:21][CH2:20][N:19](C(OC(C)(C)C)=O)[CH2:18][CH2:17]3)[CH3:13])[CH:7]=[C:8]([Cl:11])[CH:9]=2)[NH:4][N:3]=1, predict the reaction product. The product is: [Cl:1][C:2]1[C:10]2[C:5](=[C:6]([C@H:12]([O:14][CH2:15][C:16]3([C:29]4[CH:30]=[CH:31][C:32]([F:35])=[CH:33][CH:34]=4)[CH2:21][CH2:20][NH:19][CH2:18][CH2:17]3)[CH3:13])[CH:7]=[C:8]([Cl:11])[CH:9]=2)[NH:4][N:3]=1. (6) Given the reactants [CH3:1][O:2][C:3]([C@@H:5]([N:13]1[CH2:21][C:17]2[CH:18]=[CH:19][S:20][C:16]=2[CH2:15][CH2:14]1)[C:6]1[CH:7]=[CH:8][CH:9]=[CH:10][C:11]=1[Cl:12])=[O:4].O.[S:23](=[O:27])(=[O:26])([OH:25])[OH:24], predict the reaction product. The product is: [CH3:1][O:2][C:3]([C@@H:5]([N:13]1[CH2:21][C:17]2[CH:18]=[CH:19][S:20][C:16]=2[CH2:15][CH2:14]1)[C:6]1[CH:7]=[CH:8][CH:9]=[CH:10][C:11]=1[Cl:12])=[O:4].[OH:26][S:23]([OH:27])(=[O:25])=[O:24]. (7) Given the reactants FC(F)(F)C(O)=O.[NH2:8][C:9]12[CH2:16][CH2:15][C:12]([C:17]([O:19][CH2:20][CH3:21])=[O:18])([CH2:13][CH2:14]1)[CH2:11][CH2:10]2.C(=O)([O-])[O-].[K+].[K+].[I-].[K+].[F:30][C@@H:31]1[CH2:35][N:34]([C:36](=[O:48])[CH2:37]OS(C2C=CC=CC=2)(=O)=O)[C@H:33]([C:49]#[N:50])[CH2:32]1, predict the reaction product. The product is: [CH2:20]([O:19][C:17]([C:12]12[CH2:11][CH2:10][C:9]([NH:8][CH2:37][C:36]([N:34]3[CH2:35][C@@H:31]([F:30])[CH2:32][C@H:33]3[C:49]#[N:50])=[O:48])([CH2:16][CH2:15]1)[CH2:14][CH2:13]2)=[O:18])[CH3:21].